This data is from Full USPTO retrosynthesis dataset with 1.9M reactions from patents (1976-2016). The task is: Predict the reactants needed to synthesize the given product. (1) Given the product [OH:3][CH2:4][C:5]1[CH:6]=[CH:7][CH:8]=[CH:9][C:10]=1[C:1]([N:13]([O:14][CH3:15])[CH3:12])=[O:2], predict the reactants needed to synthesize it. The reactants are: [C:1]1([C:10]2[C:5](=[CH:6][CH:7]=[CH:8][CH:9]=2)[CH2:4][O:3]1)=[O:2].Cl.[CH3:12][NH:13][O:14][CH3:15].[Cl-].[Al+3].[Cl-].[Cl-].Cl. (2) Given the product [CH:18]1([CH:2]([NH:24][C:25]2[CH:26]=[CH:27][C:28]([C:31]([N:33]([CH3:41])[CH2:34][CH2:35][C:36]([OH:38])=[O:37])=[O:32])=[CH:29][CH:30]=2)[C:3]2[C:11]3[C:6](=[CH:7][CH:8]=[CH:9][CH:10]=3)[N:5]([C:12]3[CH:17]=[CH:16][CH:15]=[CH:14][CH:13]=3)[N:4]=2)[CH2:23][CH2:22][CH2:21][CH2:20][CH2:19]1, predict the reactants needed to synthesize it. The reactants are: Cl[CH:2]([CH:18]1[CH2:23][CH2:22][CH2:21][CH2:20][CH2:19]1)[C:3]1[C:11]2[C:6](=[CH:7][CH:8]=[CH:9][CH:10]=2)[N:5]([C:12]2[CH:17]=[CH:16][CH:15]=[CH:14][CH:13]=2)[N:4]=1.[NH2:24][C:25]1[CH:30]=[CH:29][C:28]([C:31]([N:33]([CH3:41])[CH2:34][CH2:35][C:36]([O:38]CC)=[O:37])=[O:32])=[CH:27][CH:26]=1.